From a dataset of Forward reaction prediction with 1.9M reactions from USPTO patents (1976-2016). Predict the product of the given reaction. (1) Given the reactants [CH:1]([N:4]1[CH2:10][CH2:9][CH2:8][N:7]([C:11]([C:13]2[CH:20]=[CH:19][C:16]([CH:17]=[O:18])=[CH:15][CH:14]=2)=[O:12])[CH2:6][CH2:5]1)([CH3:3])[CH3:2].[CH2:21]([Mg]Br)[CH3:22], predict the reaction product. The product is: [OH:18][CH:17]([C:16]1[CH:15]=[CH:14][C:13]([C:11]([N:7]2[CH2:8][CH2:9][CH2:10][N:4]([CH:1]([CH3:3])[CH3:2])[CH2:5][CH2:6]2)=[O:12])=[CH:20][CH:19]=1)[CH2:21][CH3:22]. (2) Given the reactants [OH:1][C@@H:2]([CH:6]([CH3:8])[CH3:7])[C:3]([OH:5])=[O:4].O1[B:14]([C@@H:15]([NH:20][C:21](=[O:34])[CH2:22][NH:23][C:24](=[O:33])[C:25]2[CH:30]=[C:29]([Cl:31])[CH:28]=[CH:27][C:26]=2[Cl:32])[CH2:16][CH:17]([CH3:19])[CH3:18])O[B:14]([C@@H:15]([NH:20][C:21](=[O:34])[CH2:22][NH:23][C:24](=[O:33])[C:25]2[CH:30]=[C:29]([Cl:31])[CH:28]=[CH:27][C:26]=2[Cl:32])[CH2:16][CH:17]([CH3:19])[CH3:18])O[B:14]1[C@@H:15]([NH:20][C:21](=[O:34])[CH2:22][NH:23][C:24](=[O:33])[C:25]1[CH:30]=[C:29]([Cl:31])[CH:28]=[CH:27][C:26]=1[Cl:32])[CH2:16][CH:17]([CH3:19])[CH3:18], predict the reaction product. The product is: [Cl:32][C:26]1[CH:27]=[CH:28][C:29]([Cl:31])=[CH:30][C:25]=1[C:24]([NH:23][CH2:22][C:21]([NH:20][C@H:15]([B:14]1[O:1][C@@H:2]([CH:6]([CH3:8])[CH3:7])[C:3](=[O:5])[O:4]1)[CH2:16][CH:17]([CH3:19])[CH3:18])=[O:34])=[O:33]. (3) Given the reactants [CH3:1][O:2][C:3]1[CH:26]=[CH:25][C:6]([C:7]([NH:9][C:10]2[C:11]([NH:16][C:17]([CH:19]3[CH2:24][CH2:23][NH:22][CH2:21][CH2:20]3)=[O:18])=[CH:12][CH:13]=[CH:14][CH:15]=2)=[O:8])=[CH:5][CH:4]=1.[Cl:27][C:28]1[CH:35]=[C:34]([OH:36])[CH:33]=[CH:32][C:29]=1[CH:30]=O, predict the reaction product. The product is: [CH3:1][O:2][C:3]1[CH:4]=[CH:5][C:6]([C:7]([NH:9][C:10]2[C:11]([NH:16][C:17]([CH:19]3[CH2:20][CH2:21][N:22]([CH2:30][C:29]4[CH:32]=[CH:33][C:34]([OH:36])=[CH:35][C:28]=4[Cl:27])[CH2:23][CH2:24]3)=[O:18])=[CH:12][CH:13]=[CH:14][CH:15]=2)=[O:8])=[CH:25][CH:26]=1.